From a dataset of Human liver microsome stability data. Regression/Classification. Given a drug SMILES string, predict its absorption, distribution, metabolism, or excretion properties. Task type varies by dataset: regression for continuous measurements (e.g., permeability, clearance, half-life) or binary classification for categorical outcomes (e.g., BBB penetration, CYP inhibition). Dataset: hlm. (1) The drug is CN1CCN(C(=O)c2ccc(NC(=O)Nc3ccc(-c4nc(O[C@H]5CCOC5)nc(N5CCOCC5)n4)cc3)cc2)CC1. The result is 1 (stable in human liver microsomes). (2) The result is 0 (unstable in human liver microsomes). The molecule is CC(C)CCn1nc(-c2cncs2)c(O)c(C2=NS(=O)(=O)c3cc(NS(C)(=O)=O)ccc3N2)c1=O. (3) The compound is CC(C)CCn1nc(CC2=CCCC2)c(O)c(C2=NS(=O)(=O)c3cc(NS(C)(=O)=O)ccc3N2)c1=O. The result is 1 (stable in human liver microsomes). (4) The molecule is Oc1c2ccc(OCc3cccc(OC(F)(F)F)c3)cc2nc2cc(F)cc(F)c12. The result is 0 (unstable in human liver microsomes). (5) The molecule is O=[N+]([O-])c1cnc(NCc2ccccc2Cl)nc1NCC1CCNCC1. The result is 0 (unstable in human liver microsomes). (6) The drug is CC(C)[C@]1(C(=O)N2C[C@@H]3C[C@H]2CN3C(=O)NC(C)(C)C)CC[C@@H](NC2CCOCC2F)C1. The result is 0 (unstable in human liver microsomes). (7) The compound is CC(C)(C)[C@H]1C(=O)C(=C2NS(=O)(=O)c3c(OCc4ncon4)cccc32)C(=O)N1Cc1ccc(F)c(Cl)c1. The result is 0 (unstable in human liver microsomes). (8) The compound is O=C(N[C@@H](Cc1c[nH]c2ccc(O)cc12)c1cscn1)c1ccc2c(c1)nc(-c1ccoc1)n2C1CCCCC1. The result is 0 (unstable in human liver microsomes). (9) The drug is Cc1ccc(S(=O)(=O)N2CCC(C(=O)Nc3cccc4cccnc34)CC2)c(C)c1. The result is 1 (stable in human liver microsomes).